This data is from Full USPTO retrosynthesis dataset with 1.9M reactions from patents (1976-2016). The task is: Predict the reactants needed to synthesize the given product. Given the product [Cl:1][C:2]1[CH:31]=[CH:30][C:5]([CH2:6][NH:7][C:8]2[N:13]=[C:12]([O:14][CH2:15][C:16]([F:18])([F:19])[F:17])[N:11]=[C:10]([NH:20][C:21]3[CH:22]=[CH:23][C:24]([C:25]([N:35]4[CH2:36][CH2:37][CH2:38][N:32]([C:39](=[NH:40])[NH2:41])[CH2:33][CH2:34]4)=[O:26])=[CH:28][CH:29]=3)[N:9]=2)=[CH:4][CH:3]=1, predict the reactants needed to synthesize it. The reactants are: [Cl:1][C:2]1[CH:31]=[CH:30][C:5]([CH2:6][NH:7][C:8]2[N:13]=[C:12]([O:14][CH2:15][C:16]([F:19])([F:18])[F:17])[N:11]=[C:10]([NH:20][C:21]3[CH:29]=[CH:28][C:24]([C:25](Cl)=[O:26])=[CH:23][CH:22]=3)[N:9]=2)=[CH:4][CH:3]=1.[N:32]1([C:39](=[NH:41])[NH2:40])[CH2:38][CH2:37][CH2:36][NH:35][CH2:34][CH2:33]1.